This data is from Reaction yield outcomes from USPTO patents with 853,638 reactions. The task is: Predict the reaction yield, written as a fraction of the theoretical maximum amount of product (1.0 means a 100% yield; for example, 0.34 means a 34% yield). (1) The reactants are [Cl:1][C:2]1[CH:7]=[CH:6][C:5](B(O)O)=[CH:4][C:3]=1[NH:11][C:12](=[O:27])[C:13]1[CH:18]=[CH:17][C:16]([O:19][CH2:20][C:21]2[CH:26]=[CH:25][CH:24]=[CH:23][N:22]=2)=[CH:15][CH:14]=1.Br[C:29]1[NH:30][CH:31]=[CH:32][N:33]=1.CC([O-])=O.[K+]. The catalyst is O1CCOCC1.O.C1C=CC([P]([Pd]([P](C2C=CC=CC=2)(C2C=CC=CC=2)C2C=CC=CC=2)([P](C2C=CC=CC=2)(C2C=CC=CC=2)C2C=CC=CC=2)[P](C2C=CC=CC=2)(C2C=CC=CC=2)C2C=CC=CC=2)(C2C=CC=CC=2)C2C=CC=CC=2)=CC=1. The product is [Cl:1][C:2]1[CH:7]=[CH:6][C:5]([C:29]2[NH:30][CH:31]=[CH:32][N:33]=2)=[CH:4][C:3]=1[NH:11][C:12](=[O:27])[C:13]1[CH:18]=[CH:17][C:16]([O:19][CH2:20][C:21]2[CH:26]=[CH:25][CH:24]=[CH:23][N:22]=2)=[CH:15][CH:14]=1. The yield is 0.0800. (2) The reactants are [C:1]1([C:16]2[CH:21]=[CH:20][CH:19]=[CH:18][CH:17]=2)[CH:6]=[CH:5][C:4]([CH:7]([NH:14][CH3:15])[CH2:8][N:9]2[CH2:13][CH2:12][CH2:11][CH2:10]2)=[CH:3][CH:2]=1.[O:22]=[C:23]1[N:28]([CH2:29][C:30]([OH:32])=O)[C:27]2[CH:33]=[C:34]([O:37][C:38]([F:41])([F:40])[F:39])[CH:35]=[CH:36][C:26]=2[O:25][CH2:24]1.C(N(CC)CC)C.F[P-](F)(F)(F)(F)F.N1(O[P+](N(C)C)(N(C)C)N(C)C)C2C=CC=CC=2N=N1.FC(F)(F)C(O)=O. The catalyst is CN(C)C=O.CC#N.O. The product is [C:1]1([C:16]2[CH:17]=[CH:18][CH:19]=[CH:20][CH:21]=2)[CH:6]=[CH:5][C:4]([CH:7]([N:14]([CH3:15])[C:30](=[O:32])[CH2:29][N:28]2[C:27]3[CH:33]=[C:34]([O:37][C:38]([F:41])([F:40])[F:39])[CH:35]=[CH:36][C:26]=3[O:25][CH2:24][C:23]2=[O:22])[CH2:8][N:9]2[CH2:13][CH2:12][CH2:11][CH2:10]2)=[CH:3][CH:2]=1. The yield is 0.460. (3) The reactants are [C:1]([O:5][C:6]([N:8]1[C:16]2[C:11](=[N:12][CH:13]=[C:14](Br)[CH:15]=2)[C:10]([CH3:19])([CH3:18])[CH2:9]1)=[O:7])([CH3:4])([CH3:3])[CH3:2].[Br-].[Li+].[Cl-].[F:23][C:24]1[CH:31]=[CH:30][CH:29]=[CH:28][C:25]=1[CH2:26][Zn+].C(O)(=O)CC(CC(O)=O)(C(O)=O)O. The catalyst is C(N1C=CN(C(C)C)C1=[Pd-3](Cl)(Cl)C1C(Cl)=CC=CN=1)(C)C.O.C1COCC1.CN1CCCC1=O. The product is [C:1]([O:5][C:6]([N:8]1[C:16]2[C:11](=[N:12][CH:13]=[C:14]([CH2:26][C:25]3[CH:28]=[CH:29][CH:30]=[CH:31][C:24]=3[F:23])[CH:15]=2)[C:10]([CH3:19])([CH3:18])[CH2:9]1)=[O:7])([CH3:4])([CH3:3])[CH3:2]. The yield is 0.960. (4) The yield is 0.440. The reactants are C[C:2]1[CH:10]=[CH:9][C:5](C([O-])=O)=[C:4]([F:11])[C:3]=1Br.[NH:13]1[C:17](B(O)O)=[CH:16][CH:15]=[N:14]1.[C:21]([O-:24])(O)=[O:22].[Na+].[CH3:26]OCCOC. The product is [F:11][C:4]1[CH:3]=[CH:2][C:10]([C:17]2[NH:13][N:14]=[CH:15][CH:16]=2)=[C:9]([CH:5]=1)[C:21]([O:24][CH3:26])=[O:22]. The catalyst is O. (5) The catalyst is C(O)(=O)C. The product is [Br:21][C:5]1[CH:4]=[C:3]([O:2][CH3:1])[C:12]2[NH:11][C:10](=[O:13])[O:9][C:8]([CH3:15])([CH3:14])[C:7]=2[CH:6]=1. The yield is 0.930. The reactants are [CH3:1][O:2][C:3]1[C:12]2[NH:11][C:10](=[O:13])[O:9][C:8]([CH3:15])([CH3:14])[C:7]=2[CH:6]=[CH:5][CH:4]=1.C([O-])(=O)C.[Na+].[Br:21]Br.[OH-].[NH4+]. (6) The reactants are [NH:1]1[C:5]2[CH:6]=[CH:7][C:8]([C:10]([OH:12])=O)=[CH:9][C:4]=2[N:3]=[CH:2]1.[C:13]1([C:19]2[CH:20]=[CH:21][C:22]3[CH2:23][C@H:24]4[C@@H:29]([C:30]=3[CH:31]=2)[CH2:28][CH2:27][CH2:26][NH:25]4)[CH:18]=[CH:17][CH:16]=[CH:15][CH:14]=1. No catalyst specified. The product is [NH:1]1[C:5]2[CH:6]=[CH:7][C:8]([C:10]([N:25]3[CH2:26][CH2:27][CH2:28][C@@H:29]4[C:30]5[CH:31]=[C:19]([C:13]6[CH:18]=[CH:17][CH:16]=[CH:15][CH:14]=6)[CH:20]=[CH:21][C:22]=5[CH2:23][C@H:24]34)=[O:12])=[CH:9][C:4]=2[N:3]=[CH:2]1. The yield is 0.630. (7) The reactants are [Br:1][C:2]1[C:3](F)=[C:4]2[C:10]([NH:11][C:12]([CH:14]3[CH2:18][CH2:17][CH2:16][O:15]3)=[O:13])=[CH:9][NH:8][C:5]2=[N:6][CH:7]=1.[NH:20]1[CH2:25][CH2:24][CH2:23][C@@H:22]([NH:26][C:27](=[O:33])[O:28][C:29]([CH3:32])([CH3:31])[CH3:30])[CH2:21]1.C(N(C(C)C)C(C)C)C. The catalyst is CCCCO. The product is [Br:1][C:2]1[C:3]([N:20]2[CH2:25][CH2:24][CH2:23][C@@H:22]([NH:26][C:27](=[O:33])[O:28][C:29]([CH3:31])([CH3:30])[CH3:32])[CH2:21]2)=[C:4]2[C:10]([NH:11][C:12]([CH:14]3[CH2:18][CH2:17][CH2:16][O:15]3)=[O:13])=[CH:9][NH:8][C:5]2=[N:6][CH:7]=1. The yield is 0.290. (8) The reactants are [C:1]1([NH:7][C:8]2[CH:13]=[CH:12][CH:11]=[CH:10][CH:9]=2)[CH:6]=[CH:5][CH:4]=[CH:3][CH:2]=1.[C:14](Cl)(=[O:18])[C:15](Cl)=[O:16].Cl. The catalyst is C1(C)C=CC=CC=1. The product is [C:8]1([N:7]2[C:1]3[C:2](=[CH:3][CH:4]=[CH:5][CH:6]=3)[C:15](=[O:16])[C:14]2=[O:18])[CH:9]=[CH:10][CH:11]=[CH:12][CH:13]=1. The yield is 0.940. (9) The reactants are Cl[C:2]1[N:11]=[C:10]([NH:12][CH2:13][CH:14]([C:21]2[CH:26]=[CH:25][CH:24]=[CH:23][CH:22]=2)[N:15]2[CH2:20][CH2:19][CH2:18][CH2:17][CH2:16]2)[C:9]2[C:4](=[CH:5][CH:6]=[CH:7][CH:8]=2)[N:3]=1.CC1(C)C(C)(C)OB([C:35]2[CH:36]=[N:37][C:38]([NH2:41])=[N:39][CH:40]=2)O1.N1C=CN2C=C(C3N=C(NCC(C4C=CC=CC=4)C4NC=CC=4)C4C(=CC=CC=4)N=3)C=CC=12. No catalyst specified. The product is [NH2:41][C:38]1[N:39]=[CH:40][C:35]([C:2]2[N:11]=[C:10]([NH:12][CH2:13][CH:14]([C:21]3[CH:26]=[CH:25][CH:24]=[CH:23][CH:22]=3)[N:15]3[CH2:20][CH2:19][CH2:18][CH2:17][CH2:16]3)[C:9]3[C:4](=[CH:5][CH:6]=[CH:7][CH:8]=3)[N:3]=2)=[CH:36][N:37]=1. The yield is 0.610.